This data is from NCI-60 drug combinations with 297,098 pairs across 59 cell lines. The task is: Regression. Given two drug SMILES strings and cell line genomic features, predict the synergy score measuring deviation from expected non-interaction effect. Drug 1: C1CC(C1)(C(=O)O)C(=O)O.[NH2-].[NH2-].[Pt+2]. Synergy scores: CSS=12.1, Synergy_ZIP=-3.35, Synergy_Bliss=4.67, Synergy_Loewe=-2.26, Synergy_HSA=0.190. Drug 2: CC1CCC2CC(C(=CC=CC=CC(CC(C(=O)C(C(C(=CC(C(=O)CC(OC(=O)C3CCCCN3C(=O)C(=O)C1(O2)O)C(C)CC4CCC(C(C4)OC)O)C)C)O)OC)C)C)C)OC. Cell line: ACHN.